Task: Regression/Classification. Given a drug SMILES string, predict its absorption, distribution, metabolism, or excretion properties. Task type varies by dataset: regression for continuous measurements (e.g., permeability, clearance, half-life) or binary classification for categorical outcomes (e.g., BBB penetration, CYP inhibition). Dataset: cyp2d6_veith.. Dataset: CYP2D6 inhibition data for predicting drug metabolism from PubChem BioAssay The drug is c1ccc(CCNc2ccccn2)nc1. The result is 0 (non-inhibitor).